Dataset: Forward reaction prediction with 1.9M reactions from USPTO patents (1976-2016). Task: Predict the product of the given reaction. (1) The product is: [O:43]1[CH2:44][CH:45]=[C:46]([C:2]2[CH:3]=[C:4]([C:17]3[N:22]=[C:21]([CH3:23])[N:20]=[C:19]([NH2:24])[N:18]=3)[C:5]([NH:8][C:9]3[CH:10]=[N:11][C:12]([O:15][CH3:16])=[CH:13][CH:14]=3)=[N:6][CH:7]=2)[CH2:47][CH2:48]1. Given the reactants Cl[C:2]1[CH:3]=[C:4]([C:17]2[N:22]=[C:21]([CH3:23])[N:20]=[C:19]([N:24](CC3C=CC(OC)=CC=3)CC3C=CC(OC)=CC=3)[N:18]=2)[C:5]([NH:8][C:9]2[CH:10]=[N:11][C:12]([O:15][CH3:16])=[CH:13][CH:14]=2)=[N:6][CH:7]=1.[O:43]1[CH2:48][CH:47]=[C:46](B2OC(C)(C)C(C)(C)O2)[CH2:45][CH2:44]1, predict the reaction product. (2) Given the reactants [C:1]([CH2:4][C:5]1([NH:9][C:10]([C:12]2[CH:17]=[C:16](Cl)[C:15]([CH:19]3[CH2:21][CH2:20]3)=[CH:14][N:13]=2)=[O:11])[CH2:8][O:7][CH2:6]1)(=[O:3])[NH2:2].[F:22][C:23]([F:28])([F:27])[C@@H:24]([OH:26])[CH3:25], predict the reaction product. The product is: [C:1]([CH2:4][C:5]1([NH:9][C:10]([C:12]2[CH:17]=[C:16]([O:26][C@@H:24]([CH3:25])[C:23]([F:28])([F:27])[F:22])[C:15]([CH:19]3[CH2:21][CH2:20]3)=[CH:14][N:13]=2)=[O:11])[CH2:8][O:7][CH2:6]1)(=[O:3])[NH2:2].